Predict the reactants needed to synthesize the given product. From a dataset of Full USPTO retrosynthesis dataset with 1.9M reactions from patents (1976-2016). Given the product [OH:6][C:7]1[CH:12]=[C:11]([OH:13])[CH:10]=[CH:9][C:8]=1[C:14]([C:16]1[CH:21]=[CH:20][C:19]([OH:22])=[CH:18][CH:17]=1)=[N:24][OH:25], predict the reactants needed to synthesize it. The reactants are: C([O-])(=O)C.[Na+].[OH:6][C:7]1[CH:12]=[C:11]([OH:13])[CH:10]=[CH:9][C:8]=1[C:14]([C:16]1[CH:21]=[CH:20][C:19]([OH:22])=[CH:18][CH:17]=1)=O.Cl.[NH2:24][OH:25].O.[Cl-].[Na+].O.